From a dataset of Full USPTO retrosynthesis dataset with 1.9M reactions from patents (1976-2016). Predict the reactants needed to synthesize the given product. Given the product [C:15]([O:14][C:12]([NH:8][C@H:7]([C:9]([OH:11])=[O:10])[CH2:6][N:1]1[CH:5]=[CH:4][CH:3]=[N:2]1)=[O:13])([CH3:18])([CH3:17])[CH3:16], predict the reactants needed to synthesize it. The reactants are: [N:1]1([CH2:6][C@@H:7]([C:9]([OH:11])=[O:10])[NH2:8])[CH:5]=[CH:4][CH:3]=[N:2]1.[C:12](O[C:12]([O:14][C:15]([CH3:18])([CH3:17])[CH3:16])=[O:13])([O:14][C:15]([CH3:18])([CH3:17])[CH3:16])=[O:13].